Dataset: NCI-60 drug combinations with 297,098 pairs across 59 cell lines. Task: Regression. Given two drug SMILES strings and cell line genomic features, predict the synergy score measuring deviation from expected non-interaction effect. (1) Drug 1: CCC1=CC2CC(C3=C(CN(C2)C1)C4=CC=CC=C4N3)(C5=C(C=C6C(=C5)C78CCN9C7C(C=CC9)(C(C(C8N6C)(C(=O)OC)O)OC(=O)C)CC)OC)C(=O)OC.C(C(C(=O)O)O)(C(=O)O)O. Drug 2: CC1=CC=C(C=C1)C2=CC(=NN2C3=CC=C(C=C3)S(=O)(=O)N)C(F)(F)F. Cell line: MOLT-4. Synergy scores: CSS=87.0, Synergy_ZIP=10.2, Synergy_Bliss=10.6, Synergy_Loewe=7.60, Synergy_HSA=12.9. (2) Drug 1: C1=CC=C(C(=C1)C(C2=CC=C(C=C2)Cl)C(Cl)Cl)Cl. Drug 2: COCCOC1=C(C=C2C(=C1)C(=NC=N2)NC3=CC=CC(=C3)C#C)OCCOC.Cl. Cell line: HS 578T. Synergy scores: CSS=0.000500, Synergy_ZIP=0.924, Synergy_Bliss=-1.33, Synergy_Loewe=-2.93, Synergy_HSA=-4.43. (3) Drug 1: CC1CCC2CC(C(=CC=CC=CC(CC(C(=O)C(C(C(=CC(C(=O)CC(OC(=O)C3CCCCN3C(=O)C(=O)C1(O2)O)C(C)CC4CCC(C(C4)OC)O)C)C)O)OC)C)C)C)OC. Drug 2: CCN(CC)CCCC(C)NC1=C2C=C(C=CC2=NC3=C1C=CC(=C3)Cl)OC. Cell line: NCI-H226. Synergy scores: CSS=10.3, Synergy_ZIP=0.500, Synergy_Bliss=5.14, Synergy_Loewe=2.57, Synergy_HSA=3.13. (4) Drug 2: CC1C(C(CC(O1)OC2CC(CC3=C2C(=C4C(=C3O)C(=O)C5=CC=CC=C5C4=O)O)(C(=O)C)O)N)O. Cell line: HT29. Drug 1: CC1=C(C=C(C=C1)NC2=NC=CC(=N2)N(C)C3=CC4=NN(C(=C4C=C3)C)C)S(=O)(=O)N.Cl. Synergy scores: CSS=31.4, Synergy_ZIP=2.88, Synergy_Bliss=3.20, Synergy_Loewe=-10.4, Synergy_HSA=5.48. (5) Drug 1: CN1CCC(CC1)COC2=C(C=C3C(=C2)N=CN=C3NC4=C(C=C(C=C4)Br)F)OC. Drug 2: C1C(C(OC1N2C=NC(=NC2=O)N)CO)O. Cell line: HS 578T. Synergy scores: CSS=0.153, Synergy_ZIP=3.74, Synergy_Bliss=4.40, Synergy_Loewe=-4.88, Synergy_HSA=-2.05. (6) Drug 1: C1=CC(=C2C(=C1NCCNCCO)C(=O)C3=C(C=CC(=C3C2=O)O)O)NCCNCCO. Drug 2: C1=CN(C(=O)N=C1N)C2C(C(C(O2)CO)O)O.Cl. Cell line: K-562. Synergy scores: CSS=59.8, Synergy_ZIP=-1.04, Synergy_Bliss=-1.44, Synergy_Loewe=4.23, Synergy_HSA=6.19. (7) Cell line: OVCAR-8. Drug 1: CS(=O)(=O)C1=CC(=C(C=C1)C(=O)NC2=CC(=C(C=C2)Cl)C3=CC=CC=N3)Cl. Drug 2: C1C(C(OC1N2C=NC3=C2NC=NCC3O)CO)O. Synergy scores: CSS=11.2, Synergy_ZIP=2.28, Synergy_Bliss=7.48, Synergy_Loewe=6.52, Synergy_HSA=7.55.